This data is from Full USPTO retrosynthesis dataset with 1.9M reactions from patents (1976-2016). The task is: Predict the reactants needed to synthesize the given product. (1) The reactants are: Br[CH2:2][C:3]([C:5]1[CH:10]=[CH:9][C:8]([O:11][CH3:12])=[CH:7][CH:6]=1)=O.[CH2:13]([C:20]1[CH:25]=[CH:24][CH:23]=[CH:22][N:21]=1)[C:14]1[CH:19]=[CH:18][CH:17]=[CH:16][CH:15]=1.C(=O)([O-])[O-].[K+].[K+]. Given the product [C:14]1([C:13]2[C:3]([C:5]3[CH:10]=[CH:9][C:8]([O:11][CH3:12])=[CH:7][CH:6]=3)=[CH:2][N:21]3[C:20]=2[CH:25]=[CH:24][CH:23]=[CH:22]3)[CH:19]=[CH:18][CH:17]=[CH:16][CH:15]=1, predict the reactants needed to synthesize it. (2) Given the product [CH3:21][O:22][C:23]1[CH:30]=[C:29]([O:31][CH3:32])[CH:28]=[CH:27][C:24]=1[CH2:25][NH:26][CH2:13][C:11]1[C:10]([C:15]2[CH:20]=[CH:19][CH:18]=[CH:17][CH:16]=2)=[N:9][N:8]([C:5]2[CH:6]=[CH:7][C:2]([I:1])=[CH:3][CH:4]=2)[CH:12]=1, predict the reactants needed to synthesize it. The reactants are: [I:1][C:2]1[CH:7]=[CH:6][C:5]([N:8]2[CH:12]=[C:11]([CH:13]=O)[C:10]([C:15]3[CH:20]=[CH:19][CH:18]=[CH:17][CH:16]=3)=[N:9]2)=[CH:4][CH:3]=1.[CH3:21][O:22][C:23]1[CH:30]=[C:29]([O:31][CH3:32])[CH:28]=[CH:27][C:24]=1[CH2:25][NH2:26].C(O[BH-](OC(=O)C)OC(=O)C)(=O)C.[Na+].C(O)(=O)C.C(=O)(O)[O-].[Na+]. (3) Given the product [ClH:10].[CH3:12][O:6][C:5](=[O:7])[C@H:2]([CH2:3][SH:4])[NH2:1], predict the reactants needed to synthesize it. The reactants are: [NH2:1][C@H:2]([C:5]([OH:7])=[O:6])[CH2:3][SH:4].S(Cl)([Cl:10])=O.[CH3:12]O. (4) The reactants are: [Br:1][C:2]1[N:7]=[C:6]([CH3:8])[C:5]([OH:9])=[C:4]([CH3:10])[CH:3]=1.IC.[C:13](=O)([O-])[O-].[K+].[K+]. Given the product [Br:1][C:2]1[N:7]=[C:6]([CH3:8])[C:5]([O:9][CH3:13])=[C:4]([CH3:10])[CH:3]=1, predict the reactants needed to synthesize it. (5) Given the product [F:21][C:18]1[CH:19]=[CH:20][C:14]2[S:13][C:12]([CH2:8][CH2:9][C:10]#[C:11][C:2]3[CH:7]=[CH:6][CH:5]=[CH:4][N:3]=3)=[N:16][C:15]=2[CH:17]=1, predict the reactants needed to synthesize it. The reactants are: Br[C:2]1[CH:7]=[CH:6][CH:5]=[CH:4][N:3]=1.[CH2:8]([C:12]1[S:13][C:14]2[CH:20]=[CH:19][C:18]([F:21])=[CH:17][C:15]=2[N:16]=1)[CH2:9][C:10]#[CH:11]. (6) Given the product [Cl:20][C:21]1[CH:22]=[C:23]([C@H:27]([NH:29][C:2]2[N:19]=[C:5]3[C:6]([O:17][CH3:18])=[CH:7][C:8]([C:10]([O:12][C:13]([CH3:16])([CH3:15])[CH3:14])=[O:11])=[CH:9][N:4]3[N:3]=2)[CH3:28])[CH:24]=[CH:25][CH:26]=1, predict the reactants needed to synthesize it. The reactants are: Br[C:2]1[N:19]=[C:5]2[C:6]([O:17][CH3:18])=[CH:7][C:8]([C:10]([O:12][C:13]([CH3:16])([CH3:15])[CH3:14])=[O:11])=[CH:9][N:4]2[N:3]=1.[Cl:20][C:21]1[CH:22]=[C:23]([C@H:27]([NH2:29])[CH3:28])[CH:24]=[CH:25][CH:26]=1.C(=O)([O-])[O-].[K+].[K+].CC(C1C=C(C(C)C)C(C2C(P(C3CCCCC3)C3CCCCC3)=C(OC)C=CC=2OC)=C(C(C)C)C=1)C.